This data is from Full USPTO retrosynthesis dataset with 1.9M reactions from patents (1976-2016). The task is: Predict the reactants needed to synthesize the given product. (1) Given the product [CH2:1]([O:8][C:9]([N:11]1[CH2:12][CH:13]=[C:14]([C:17]2[CH:22]=[C:21]([CH2:23][OH:24])[CH:20]=[CH:19][C:18]=2[C:32]([F:34])([F:35])[F:33])[CH2:15][CH2:16]1)=[O:10])[C:2]1[CH:7]=[CH:6][CH:5]=[CH:4][CH:3]=1, predict the reactants needed to synthesize it. The reactants are: [CH2:1]([O:8][C:9]([N:11]1[CH2:16][CH:15]=[C:14]([C:17]2[CH:22]=[C:21]([C:23](C)(C)[O:24][SiH2]C(C)(C)C)[CH:20]=[CH:19][C:18]=2[C:32]([F:35])([F:34])[F:33])[CH2:13][CH2:12]1)=[O:10])[C:2]1[CH:7]=[CH:6][CH:5]=[CH:4][CH:3]=1.B(F)(F)F.CCOCC. (2) Given the product [CH:1]1([CH2:4][N:5]([C:38](=[O:41])[CH2:44][OH:45])[C:13]2[CH:14]=[CH:15][C:16]([O:19][C:20]3[CH:25]=[C:24]([CH:23]=[C:22]([O:34][CH:35]([CH3:36])[CH3:37])[CH:21]=3)[C:26]([NH:27][C:28]3[S:29][CH:30]=[CH:31][N:32]=3)=[O:33])=[CH:17][CH:18]=2)[CH2:3][CH2:2]1, predict the reactants needed to synthesize it. The reactants are: [CH:1]1([CH2:4][N:5]([C:13]2[CH:18]=[CH:17][C:16]([O:19][C:20]3[CH:25]=[C:24]([C:26](=[O:33])[NH:27][C:28]4[S:29][CH:30]=[CH:31][N:32]=4)[CH:23]=[C:22]([O:34][CH:35]([CH3:37])[CH3:36])[CH:21]=3)=[CH:15][CH:14]=2)C(CC=O)C([O-])=O)[CH2:3][CH2:2]1.[C:38](=[O:41])([O-])[O-].[K+].[K+].[CH3:44][OH:45]. (3) Given the product [OH:1][CH:2]1[CH2:3][N:4]([C:6]([N:8]2[CH2:13][CH:12]([C:14]3[CH:15]=[CH:16][C:17]([C:20]([F:22])([F:21])[F:23])=[CH:18][CH:19]=3)[CH2:11][CH:10]([C:24]3[O:25][N:30]=[C:29]([C:31]4[CH:32]=[N:33][CH:34]=[CH:35][CH:36]=4)[N:28]=3)[CH2:9]2)=[O:7])[CH2:5]1, predict the reactants needed to synthesize it. The reactants are: [OH:1][CH:2]1[CH2:5][N:4]([C:6]([N:8]2[CH2:13][CH:12]([C:14]3[CH:19]=[CH:18][C:17]([C:20]([F:23])([F:22])[F:21])=[CH:16][CH:15]=3)[CH2:11][CH:10]([C:24](O)=[O:25])[CH2:9]2)=[O:7])[CH2:3]1.O[N:28]=[C:29]([C:31]1[CH:32]=[N:33][CH:34]=[CH:35][CH:36]=1)[NH2:30]. (4) Given the product [N:22]1([CH2:27][C:28]2[N:29]=[CH:30][C:31]([C:11]3[CH:12]=[CH:13][C:8]([C@@H:7]([OH:18])[C@H:6]([NH:5][C:3](=[O:4])[CH:2]([Cl:21])[Cl:1])[CH2:19][F:20])=[CH:9][CH:10]=3)=[CH:32][CH:33]=2)[CH:26]=[CH:25][N:24]=[CH:23]1, predict the reactants needed to synthesize it. The reactants are: [Cl:1][CH:2]([Cl:21])[C:3]([NH:5][C@H:6]([CH2:19][F:20])[C@H:7]([OH:18])[C:8]1[CH:13]=[CH:12][C:11]([Sn](C)(C)C)=[CH:10][CH:9]=1)=[O:4].[N:22]1([CH2:27][C:28]2[CH:33]=[CH:32][C:31](Br)=[CH:30][N:29]=2)[CH:26]=[CH:25][N:24]=[CH:23]1. (5) Given the product [CH3:8][CH:9]([CH3:25])[CH2:10][NH:11][C:12]1[C:21]2[C:16](=[CH:17][CH:18]=[CH:19][N:20]=2)[N:15]=[CH:14][C:13]=1[NH2:22], predict the reactants needed to synthesize it. The reactants are: C1(C)C=CC=CC=1.[CH3:8][CH:9]([CH3:25])[CH2:10][NH:11][C:12]1[C:21]2[C:16](=[CH:17][CH:18]=[CH:19][N:20]=2)[N:15]=[CH:14][C:13]=1[N+:22]([O-])=O.S([O-])([O-])(=O)=O.[Mg+2]. (6) Given the product [F:48][C:49]1[CH:50]=[CH:51][C:52]([C:55]2[N:59]([CH3:60])[N:58]=[CH:57][C:56]=2/[CH:61]=[CH:15]\[C:13]([O:12][CH3:11])=[O:14])=[CH:53][CH:54]=1, predict the reactants needed to synthesize it. The reactants are: C[Si]([N-][Si](C)(C)C)(C)C.[K+].[CH3:11][O:12][C:13]([CH2:15]P(=O)(OCC(F)(F)F)OCC(F)(F)F)=[O:14].C1OCCOCCOCCOCCOCCOC1.[F:48][C:49]1[CH:54]=[CH:53][C:52]([C:55]2[N:59]([CH3:60])[N:58]=[CH:57][C:56]=2[CH:61]=O)=[CH:51][CH:50]=1.[Cl-].[NH4+].